This data is from Reaction yield outcomes from USPTO patents with 853,638 reactions. The task is: Predict the reaction yield, written as a fraction of the theoretical maximum amount of product (1.0 means a 100% yield; for example, 0.34 means a 34% yield). (1) The reactants are [O:1]([C:8]1[CH:13]=[CH:12][C:11]([NH:14][C:15]2[C:24]3[C:19](=[CH:20][C:21](I)=[CH:22][CH:23]=3)[N:18]=[CH:17][CH:16]=2)=[CH:10][CH:9]=1)[C:2]1[CH:7]=[CH:6][CH:5]=[CH:4][CH:3]=1.C([Sn](CCCC)(CCCC)[C:31]1[N:32]=[C:33]([CH:36]=[O:37])[S:34][CH:35]=1)CCC. The catalyst is O1CCOCC1.Cl[Pd](Cl)([P](C1C=CC=CC=1)(C1C=CC=CC=1)C1C=CC=CC=1)[P](C1C=CC=CC=1)(C1C=CC=CC=1)C1C=CC=CC=1. The product is [O:1]([C:8]1[CH:13]=[CH:12][C:11]([NH:14][C:15]2[C:24]3[C:19](=[CH:20][C:21]([C:31]4[N:32]=[C:33]([CH:36]=[O:37])[S:34][CH:35]=4)=[CH:22][CH:23]=3)[N:18]=[CH:17][CH:16]=2)=[CH:10][CH:9]=1)[C:2]1[CH:7]=[CH:6][CH:5]=[CH:4][CH:3]=1. The yield is 0.440. (2) The yield is 0.880. No catalyst specified. The reactants are Br[C:2]1[CH:7]=[CH:6][C:5]([S:8][CH3:9])=[CH:4][CH:3]=1.[CH2:10]([NH2:17])[C:11]1[CH:16]=[CH:15][CH:14]=[CH:13][CH:12]=1. The product is [CH2:10]([NH:17][C:2]1[CH:7]=[CH:6][C:5]([S:8][CH3:9])=[CH:4][CH:3]=1)[C:11]1[CH:16]=[CH:15][CH:14]=[CH:13][CH:12]=1. (3) The reactants are OP([O-])([O-])=O.[K+].[K+].[F:8][C:9]1[C:10]([CH3:28])=[N:11][C:12]2[C:17]([N:18]=1)=[C:16](B1OC(C)(C)C(C)(C)O1)[CH:15]=[CH:14][CH:13]=2.Br[C:30]1[NH:34][C:33]2[C@@H:35]([CH3:39])[NH:36][C:37](=[O:38])[C:32]=2[CH:31]=1. The catalyst is CN(C=O)C.O.C(C1C(C(C)(C)C)=C([Pd]Cl)C=CC=1NC)(C)(C)C. The product is [F:8][C:9]1[C:10]([CH3:28])=[N:11][C:12]2[C:17]([N:18]=1)=[C:16]([C:30]1[NH:34][C:33]3[C@@H:35]([CH3:39])[NH:36][C:37](=[O:38])[C:32]=3[CH:31]=1)[CH:15]=[CH:14][CH:13]=2. The yield is 0.420. (4) The reactants are [F:1][C:2]1[C:7]([N+:8]([O-:10])=[O:9])=[CH:6][CH:5]=[C:4]([F:11])[C:3]=1[OH:12].C1(P(C2C=CC=CC=2)C2C=CC=CC=2)C=CC=CC=1.[C:32]([O:36][C:37](=[O:43])[NH:38][CH2:39][CH2:40][CH2:41]O)([CH3:35])([CH3:34])[CH3:33].N(C(OCC)=O)=NC(OCC)=O. The catalyst is C1COCC1. The product is [C:32]([O:36][C:37](=[O:43])[NH:38][CH2:39][CH2:40][CH2:41][O:12][C:3]1[C:4]([F:11])=[CH:5][CH:6]=[C:7]([N+:8]([O-:10])=[O:9])[C:2]=1[F:1])([CH3:35])([CH3:34])[CH3:33]. The yield is 0.920. (5) The reactants are [C:1]([C:4]1[CH:5]=[C:6]2[C:11](=[O:12])[O:10][C:8](=O)[C:7]2=[CH:13][CH:14]=1)([OH:3])=[O:2].[NH2:15][CH2:16][C:17]1[CH:25]=[CH:24][C:20]([C:21]([OH:23])=[O:22])=[CH:19][CH:18]=1. No catalyst specified. The product is [C:1]([C:4]1[CH:5]=[C:6]2[C:11](=[O:12])[N:15]([CH2:16][C:17]3[CH:18]=[CH:19][C:20]([C:21]([OH:23])=[O:22])=[CH:24][CH:25]=3)[C:8](=[O:10])[C:7]2=[CH:13][CH:14]=1)([OH:3])=[O:2]. The yield is 0.790. (6) The reactants are [C:1]([O:4][CH2:5][CH:6]([C:12]1[CH:17]=[CH:16][C:15]([NH2:18])=[CH:14][CH:13]=1)[CH2:7][O:8][C:9](=[O:11])[CH3:10])(=[O:3])[CH3:2].C1C(=O)N([Br:26])C(=O)C1. The catalyst is C(Cl)Cl. The product is [C:9]([O:8][CH2:7][CH:6]([C:12]1[CH:17]=[CH:16][C:15]([NH2:18])=[C:14]([Br:26])[CH:13]=1)[CH2:5][O:4][C:1](=[O:3])[CH3:2])(=[O:11])[CH3:10]. The yield is 0.890.